From a dataset of NCI-60 drug combinations with 297,098 pairs across 59 cell lines. Regression. Given two drug SMILES strings and cell line genomic features, predict the synergy score measuring deviation from expected non-interaction effect. (1) Drug 1: C1=CC(=C2C(=C1NCCNCCO)C(=O)C3=C(C=CC(=C3C2=O)O)O)NCCNCCO. Drug 2: CC1=C(C(=CC=C1)Cl)NC(=O)C2=CN=C(S2)NC3=CC(=NC(=N3)C)N4CCN(CC4)CCO. Cell line: RPMI-8226. Synergy scores: CSS=37.1, Synergy_ZIP=-2.97, Synergy_Bliss=-4.72, Synergy_Loewe=-8.15, Synergy_HSA=-3.55. (2) Drug 2: CC1=C(C=C(C=C1)C(=O)NC2=CC(=CC(=C2)C(F)(F)F)N3C=C(N=C3)C)NC4=NC=CC(=N4)C5=CN=CC=C5. Synergy scores: CSS=-17.2, Synergy_ZIP=9.87, Synergy_Bliss=-3.69, Synergy_Loewe=-8.71, Synergy_HSA=-17.6. Cell line: HCC-2998. Drug 1: CC1=C(C=C(C=C1)NC2=NC=CC(=N2)N(C)C3=CC4=NN(C(=C4C=C3)C)C)S(=O)(=O)N.Cl. (3) Drug 1: C1=CC(=C2C(=C1NCCNCCO)C(=O)C3=C(C=CC(=C3C2=O)O)O)NCCNCCO. Drug 2: CC12CCC3C(C1CCC2O)C(CC4=C3C=CC(=C4)O)CCCCCCCCCS(=O)CCCC(C(F)(F)F)(F)F. Cell line: KM12. Synergy scores: CSS=21.0, Synergy_ZIP=-11.0, Synergy_Bliss=-9.03, Synergy_Loewe=-13.5, Synergy_HSA=-5.19. (4) Drug 1: C1=C(C(=O)NC(=O)N1)F. Drug 2: C1CN(P(=O)(OC1)NCCCl)CCCl. Cell line: UACC62. Synergy scores: CSS=35.5, Synergy_ZIP=-5.51, Synergy_Bliss=-11.1, Synergy_Loewe=-21.7, Synergy_HSA=-10.9. (5) Drug 1: CC1=CC2C(CCC3(C2CCC3(C(=O)C)OC(=O)C)C)C4(C1=CC(=O)CC4)C. Drug 2: CC12CCC3C(C1CCC2OP(=O)(O)O)CCC4=C3C=CC(=C4)OC(=O)N(CCCl)CCCl.[Na+]. Cell line: 786-0. Synergy scores: CSS=-5.26, Synergy_ZIP=0.493, Synergy_Bliss=-3.72, Synergy_Loewe=-5.32, Synergy_HSA=-5.27. (6) Drug 1: C1=NNC2=C1C(=O)NC=N2. Drug 2: CC(C)NC(=O)C1=CC=C(C=C1)CNNC.Cl. Cell line: DU-145. Synergy scores: CSS=-3.80, Synergy_ZIP=1.64, Synergy_Bliss=1.20, Synergy_Loewe=-5.24, Synergy_HSA=-3.64.